Predict the product of the given reaction. From a dataset of Forward reaction prediction with 1.9M reactions from USPTO patents (1976-2016). Given the reactants [C:1]1(CO)CCCCC=1.[Cl:9][C:10]1[C:11]([O:21][CH:22]2[CH2:27][CH2:26][C:25](=[CH2:28])[CH2:24][CH2:23]2)=[CH:12][C:13]([F:20])=[C:14]([CH:19]=1)[C:15]([O:17][CH3:18])=[O:16], predict the reaction product. The product is: [Cl:9][C:10]1[C:11]([O:21][CH:22]2[CH2:27][CH2:26][C:25]3([CH2:1][CH2:28]3)[CH2:24][CH2:23]2)=[CH:12][C:13]([F:20])=[C:14]([CH:19]=1)[C:15]([O:17][CH3:18])=[O:16].